Task: Predict the product of the given reaction.. Dataset: Forward reaction prediction with 1.9M reactions from USPTO patents (1976-2016) (1) Given the reactants [Cl:1][C:2]1[CH:9]=[C:8]([N:10]([C@H:22]2[CH2:26][CH2:25][NH:24][CH2:23]2)[CH2:11][C:12]2[CH:17]=[CH:16][CH:15]=[CH:14][C:13]=2[C:18]([F:21])([F:20])[F:19])[CH:7]=[CH:6][C:3]=1[C:4]#[N:5].[F:27][C:28]([F:35])([F:34])[CH2:29][S:30](Cl)(=[O:32])=[O:31], predict the reaction product. The product is: [Cl:1][C:2]1[CH:9]=[C:8]([N:10]([C@H:22]2[CH2:26][CH2:25][N:24]([S:30]([CH2:29][C:28]([F:35])([F:34])[F:27])(=[O:32])=[O:31])[CH2:23]2)[CH2:11][C:12]2[CH:17]=[CH:16][CH:15]=[CH:14][C:13]=2[C:18]([F:19])([F:20])[F:21])[CH:7]=[CH:6][C:3]=1[C:4]#[N:5]. (2) Given the reactants Cl[C:2]1[N:3]=[N:4][CH:5]=[CH:6][C:7]=1[C:8]1[CH:13]=[CH:12][C:11]([O:14][CH3:15])=[CH:10][CH:9]=1.[CH3:16][N:17](C=O)C, predict the reaction product. The product is: [CH3:15][O:14][C:11]1[CH:12]=[CH:13][C:8]([C:7]2[CH:6]=[CH:5][N:4]=[N:3][C:2]=2[C:16]#[N:17])=[CH:9][CH:10]=1. (3) Given the reactants [Cl:1][C:2]1[CH:10]=[CH:9][C:5]([C:6](Cl)=[O:7])=[CH:4][C:3]=1[N+:11]([O-:13])=[O:12].[F:14][C:15]1[CH:16]=[C:17]([NH2:21])[CH:18]=[CH:19][CH:20]=1, predict the reaction product. The product is: [Cl:1][C:2]1[CH:10]=[CH:9][C:5]([C:6]([NH:21][C:17]2[CH:18]=[CH:19][CH:20]=[C:15]([F:14])[CH:16]=2)=[O:7])=[CH:4][C:3]=1[N+:11]([O-:13])=[O:12]. (4) Given the reactants Cl[C:2]1[N:9]=[CH:8][CH:7]=[CH:6][C:3]=1[C:4]#[N:5].C(=O)([O-])[O-].[K+].[K+].[NH2:16][CH:17]1[CH2:22][CH2:21][N:20]([CH2:23][C:24]2[CH:29]=[CH:28][CH:27]=[CH:26][CH:25]=2)[CH2:19][CH2:18]1.Cl, predict the reaction product. The product is: [CH2:23]([N:20]1[CH2:21][CH2:22][CH:17]([NH:16][C:2]2[N:9]=[CH:8][CH:7]=[CH:6][C:3]=2[C:4]#[N:5])[CH2:18][CH2:19]1)[C:24]1[CH:25]=[CH:26][CH:27]=[CH:28][CH:29]=1.